From a dataset of Reaction yield outcomes from USPTO patents with 853,638 reactions. Predict the reaction yield, written as a fraction of the theoretical maximum amount of product (1.0 means a 100% yield; for example, 0.34 means a 34% yield). The reactants are [N:1]1[C:10]2[C:5](=[CH:6][N:7]=[CH:8][CH:9]=2)[CH:4]=[CH:3][C:2]=1[C:11]([OH:13])=O.O.ON1C2C=CC=CC=2N=N1.[F:25][C:26]([F:36])([F:35])[C:27]1[CH:34]=[CH:33][CH:32]=[CH:31][C:28]=1[CH2:29][NH2:30]. The catalyst is CN(C=O)C. The product is [F:25][C:26]([F:35])([F:36])[C:27]1[CH:34]=[CH:33][CH:32]=[CH:31][C:28]=1[CH2:29][NH:30][C:11]([C:2]1[CH:3]=[CH:4][C:5]2[C:10](=[CH:9][CH:8]=[N:7][CH:6]=2)[N:1]=1)=[O:13]. The yield is 0.960.